From a dataset of Forward reaction prediction with 1.9M reactions from USPTO patents (1976-2016). Predict the product of the given reaction. (1) Given the reactants [CH:1]1([C:4]2[C:5]([CH2:18]O)=[CH:6][C:7]([F:17])=[C:8]([CH:16]=2)[C:9]([O:11][C:12]([CH3:15])([CH3:14])[CH3:13])=[O:10])[CH2:3][CH2:2]1.C1(P(C2C=CC=CC=2)C2C=CC=CC=2)C=CC=CC=1.[Br:39]C(Br)(Br)Br, predict the reaction product. The product is: [Br:39][CH2:18][C:5]1[C:4]([CH:1]2[CH2:3][CH2:2]2)=[CH:16][C:8]([C:9]([O:11][C:12]([CH3:15])([CH3:14])[CH3:13])=[O:10])=[C:7]([F:17])[CH:6]=1. (2) Given the reactants [CH2:1]([CH:3]([C:6]1[C:10]([CH2:11][CH2:12][C:13](OCC)=[O:14])=[CH:9][N:8]([C:18]2[CH:23]=[CH:22][C:21]([C:24]([F:27])([F:26])[F:25])=[CH:20][N:19]=2)[N:7]=1)[CH2:4][CH3:5])[CH3:2].[H-].C([Al+]CC(C)C)C(C)C.Cl, predict the reaction product. The product is: [CH2:1]([CH:3]([C:6]1[C:10]([CH2:11][CH2:12][CH2:13][OH:14])=[CH:9][N:8]([C:18]2[CH:23]=[CH:22][C:21]([C:24]([F:26])([F:27])[F:25])=[CH:20][N:19]=2)[N:7]=1)[CH2:4][CH3:5])[CH3:2]. (3) Given the reactants [Br:1][C:2]1[C:7]2[CH:8]=[CH:9][S:10][C:6]=2[CH:5]=[CH:4][CH:3]=1.Cl[Si:12]([CH3:15])([CH3:14])[CH3:13].[Li+].CC([N-]C(C)C)C.C1COCC1.CCCCCCC, predict the reaction product. The product is: [Br:1][C:2]1[C:7]2[CH:8]=[C:9]([Si:12]([CH3:15])([CH3:14])[CH3:13])[S:10][C:6]=2[CH:5]=[CH:4][CH:3]=1. (4) Given the reactants I[C:2]1[C:7]([O:8][CH3:9])=[C:6]([CH2:10][CH2:11][CH2:12][CH2:13][O:14][CH3:15])[CH:5]=[C:4]([I:16])[N:3]=1.C([Li])CCC.O.[Cl-].[NH4+], predict the reaction product. The product is: [I:16][C:4]1[CH:5]=[C:6]([CH2:10][CH2:11][CH2:12][CH2:13][O:14][CH3:15])[C:7]([O:8][CH3:9])=[CH:2][N:3]=1. (5) Given the reactants [Cl:1][C:2]1[C:3]2[CH:10]=[CH:9][NH:8][C:4]=2[N:5]=[CH:6][N:7]=1.[C:11]([O:15][C:16](=[O:36])[N:17]([CH2:26][C:27]1[C:28]([O:34][CH3:35])=[N:29][CH:30]=[C:31]([F:33])[CH:32]=1)[C:18]1[CH:23]=[CH:22][C:21]([CH:24]=[O:25])=[CH:20][N:19]=1)([CH3:14])([CH3:13])[CH3:12].C(=O)([O-])[O-].[Cs+].[Cs+], predict the reaction product. The product is: [C:11]([O:15][C:16](=[O:36])[N:17]([C:18]1[CH:23]=[CH:22][C:21]([CH:24]([C:10]2[C:3]3[C:2]([Cl:1])=[N:7][CH:6]=[N:5][C:4]=3[NH:8][CH:9]=2)[OH:25])=[CH:20][N:19]=1)[CH2:26][C:27]1[C:28]([O:34][CH3:35])=[N:29][CH:30]=[C:31]([F:33])[CH:32]=1)([CH3:14])([CH3:12])[CH3:13].